Dataset: Catalyst prediction with 721,799 reactions and 888 catalyst types from USPTO. Task: Predict which catalyst facilitates the given reaction. Reactant: [C:1]([OH:11])(=O)/[CH:2]=[CH:3]/[CH2:4][CH2:5][C:6]#[C:7][C:8]#[CH:9].CCN(CC)CC.Cl.C(N=C=NCCCN(C)C)C.O.N1(O)C2C=CC=CC=2N=N1.[CH3:42][CH:43]([CH2:46][CH3:47])[CH2:44][NH2:45]. Product: [CH3:42][CH:43]([CH2:46][CH3:47])[CH2:44][NH:45][C:1](=[O:11])/[CH:2]=[CH:3]/[CH2:4][CH2:5][C:6]#[C:7][C:8]#[CH:9]. The catalyst class is: 35.